This data is from Forward reaction prediction with 1.9M reactions from USPTO patents (1976-2016). The task is: Predict the product of the given reaction. (1) Given the reactants [CH2:1]([O:8][C:9]1[C:14]([O:15][CH3:16])=[CH:13][CH:12]=[CH:11][C:10]=1[CH2:17][CH:18]([OH:21])[CH2:19][OH:20])[C:2]1[CH:7]=[CH:6][CH:5]=[CH:4][CH:3]=1.[Si:22](Cl)([C:25]([CH3:28])([CH3:27])[CH3:26])([CH3:24])[CH3:23].C(N(CC)CC)C, predict the reaction product. The product is: [CH2:1]([O:8][C:9]1[C:14]([O:15][CH3:16])=[CH:13][CH:12]=[CH:11][C:10]=1[CH2:17][CH:18]([OH:21])[CH2:19][O:20][Si:22]([C:25]([CH3:28])([CH3:27])[CH3:26])([CH3:24])[CH3:23])[C:2]1[CH:3]=[CH:4][CH:5]=[CH:6][CH:7]=1. (2) Given the reactants [CH3:1][S:2]([NH:5][C:6]1[CH:11]=[CH:10][CH:9]=[CH:8][C:7]=1B(O)O)(=[O:4])=[O:3].Br[C:16]1[CH:21]=[CH:20][C:19]([C:22]2[N:23]=[CH:24][C:25]([NH2:28])=[N:26][CH:27]=2)=[C:18]([F:29])[C:17]=1[O:30][CH3:31], predict the reaction product. The product is: [NH2:28][C:25]1[N:26]=[CH:27][C:22]([C:19]2[CH:20]=[CH:21][C:16]([C:7]3[CH:8]=[CH:9][CH:10]=[CH:11][C:6]=3[NH:5][S:2]([CH3:1])(=[O:4])=[O:3])=[C:17]([O:30][CH3:31])[C:18]=2[F:29])=[N:23][CH:24]=1. (3) Given the reactants C([O:4][CH2:5][CH2:6][C:7]1[N:29]([CH2:30][CH2:31][CH2:32][CH2:33][CH2:34][CH2:35][C:36]([O:38]CC)=[O:37])[C:10]2=[N:11][C:12]([C:22]3[CH:27]=[CH:26][C:25]([CH3:28])=[CH:24][CH:23]=3)=[C:13]([C:15]3[CH:20]=[CH:19][C:18]([CH3:21])=[CH:17][CH:16]=3)[N:14]=[C:9]2[CH:8]=1)(=O)C.[OH-].[Na+].Cl.CCCC(C)C, predict the reaction product. The product is: [OH:4][CH2:5][CH2:6][C:7]1[N:29]([CH2:30][CH2:31][CH2:32][CH2:33][CH2:34][CH2:35][C:36]([OH:38])=[O:37])[C:10]2=[N:11][C:12]([C:22]3[CH:27]=[CH:26][C:25]([CH3:28])=[CH:24][CH:23]=3)=[C:13]([C:15]3[CH:16]=[CH:17][C:18]([CH3:21])=[CH:19][CH:20]=3)[N:14]=[C:9]2[CH:8]=1.